From a dataset of Forward reaction prediction with 1.9M reactions from USPTO patents (1976-2016). Predict the product of the given reaction. Given the reactants [CH2:1]([O:3][C:4]([C:6]1([O:10][C:11]2[CH:12]=[CH:13][C:14]3[O:18][C:17]([NH:19][CH:20]4[CH2:25][CH2:24][N:23]([CH2:26][C:27]5[CH:32]=[C:31]([O:33][CH2:34][CH3:35])[C:30](F)=[C:29]([O:37][CH2:38][CH3:39])[CH:28]=5)[CH2:22][CH2:21]4)=[N:16][C:15]=3[CH:40]=2)[CH2:9][CH2:8][CH2:7]1)=[O:5])[CH3:2].C(OC1C=C(C=C(OCC)C=1[N:52]1[CH:56]=[CH:55][CH:54]=[CH:53]1)C=O)C.C([BH3-])#N.[Na+].C(N(C(C)C)C(C)C)C, predict the reaction product. The product is: [CH2:1]([O:3][C:4]([C:6]1([O:10][C:11]2[CH:12]=[CH:13][C:14]3[O:18][C:17]([NH:19][CH:20]4[CH2:25][CH2:24][N:23]([CH2:26][C:27]5[CH:32]=[C:31]([O:33][CH2:34][CH3:35])[C:30]([N:52]6[CH:56]=[CH:55][CH:54]=[CH:53]6)=[C:29]([O:37][CH2:38][CH3:39])[CH:28]=5)[CH2:22][CH2:21]4)=[N:16][C:15]=3[CH:40]=2)[CH2:9][CH2:8][CH2:7]1)=[O:5])[CH3:2].